Dataset: Catalyst prediction with 721,799 reactions and 888 catalyst types from USPTO. Task: Predict which catalyst facilitates the given reaction. (1) Reactant: [C:1]([N:5]1[C:9](=O)[CH2:8][CH:7]([NH:11][C:12]([NH:14][C:15]2[CH:20]=[CH:19][C:18]([O:21][C:22]3[CH:27]=[CH:26][N:25]=[C:24]([C:28]4[CH:29]=[N:30][N:31]([CH3:33])[CH:32]=4)[CH:23]=3)=[CH:17][C:16]=2[F:34])=[O:13])[CH2:6]1)([CH3:4])([CH3:3])[CH3:2].[H-].[H-].[H-].[H-].[Li+].[Al+3].C1COCC1. Product: [C:1]([N:5]1[CH2:9][CH2:8][CH:7]([NH:11][C:12]([NH:14][C:15]2[CH:20]=[CH:19][C:18]([O:21][C:22]3[CH:27]=[CH:26][N:25]=[C:24]([C:28]4[CH:29]=[N:30][N:31]([CH3:33])[CH:32]=4)[CH:23]=3)=[CH:17][C:16]=2[F:34])=[O:13])[CH2:6]1)([CH3:4])([CH3:3])[CH3:2]. The catalyst class is: 1. (2) Reactant: C([O:4][CH2:5][CH2:6][CH2:7][CH2:8][CH:9]=[CH:10][CH2:11][CH2:12][CH2:13][CH3:14])(=O)C.CO.[OH-].[Na+]. Product: [CH2:5]([OH:4])[CH2:6][CH2:7][CH2:8][CH:9]=[CH:10][CH2:11][CH2:12][CH2:13][CH3:14]. The catalyst class is: 81. (3) Reactant: CC(O)C.Cl[C:6]1[N:11]=[CH:10][C:9]([C:12](=[O:14])[CH3:13])=[CH:8][CH:7]=1.[CH3:15][O:16][CH2:17][CH2:18][NH2:19]. Product: [CH3:15][O:16][CH2:17][CH2:18][NH:19][C:6]1[N:11]=[CH:10][C:9]([C:12](=[O:14])[CH3:13])=[CH:8][CH:7]=1. The catalyst class is: 6. (4) Reactant: BrC1C=CC(O)=C([C:8]2[CH:17]=[CH:16][C:15]3[C:10](=[CH:11][CH:12]=[C:13]([C:18]4[N:22](C5CCCCC5)[C:21]5[CH:29]=[CH:30][C:31]([C:33]([OH:35])=[O:34])=[CH:32][C:20]=5[N:19]=4)[CH:14]=3)[N:9]=2)C=1.[N+:37]([C:40]1[CH:45]=[CH:44][CH:43]=[CH:42][C:41]=1C(=O)C)([O-])=[O:38].[OH-:49].[K+]. Product: [N+:37]([C:40]1[CH:45]=[CH:44][CH:43]=[CH:42][C:41]=1[C:13]1([C:18]2[NH:22][C:21]3[CH:29]=[CH:30][C:31]([C:33]([OH:35])=[O:34])=[CH:32][C:20]=3[N:19]=2)[CH:12]=[CH:11][C:10]2[N:9]=[CH:8][CH:17]=[CH:16][C:15]=2[CH2:14]1)([O-:38])=[O:49]. The catalyst class is: 8. (5) Reactant: Br[C:2]1[CH:3]=[C:4]([Cl:12])[C:5]([C:8]([O:10][CH3:11])=[O:9])=[N:6][CH:7]=1.CN(C)[CH:15]=[O:16].C[O-].[Na+].[Cl-].[NH4+]. Product: [Cl:12][C:4]1[C:5]([C:8]([O:10][CH3:11])=[O:9])=[N:6][CH:7]=[C:2]([O:16][CH3:15])[CH:3]=1. The catalyst class is: 24. (6) Reactant: C[O:2][C:3](=[O:26])[C@@H:4]([N:12]1[CH2:16][C:15]([O:17][C:18]2[CH:23]=[CH:22][CH:21]=[C:20]([Br:24])[CH:19]=2)=[CH:14][C:13]1=[O:25])[CH2:5][CH:6]1[CH2:11][CH2:10][CH2:9][CH2:8][CH2:7]1.[OH-].[Li+]. Product: [Br:24][C:20]1[CH:19]=[C:18]([CH:23]=[CH:22][CH:21]=1)[O:17][C:15]1[CH2:16][N:12]([C@@H:4]([CH2:5][CH:6]2[CH2:11][CH2:10][CH2:9][CH2:8][CH2:7]2)[C:3]([OH:26])=[O:2])[C:13](=[O:25])[CH:14]=1. The catalyst class is: 30. (7) The catalyst class is: 11. Product: [Br:1][C:2]1[CH:3]=[C:4]2[C:8](=[CH:9][CH:10]=1)[NH:7][C:6]([C:11]#[N:12])=[C:5]2[CH2:18][C:19]([O:21][CH3:22])=[O:20]. Reactant: [Br:1][C:2]1[CH:3]=[C:4]2[C:8](=[CH:9][CH:10]=1)[NH:7][C:6]([C:11](=O)[NH:12]C(C)(C)C)=[C:5]2[CH2:18][C:19]([O:21][CH3:22])=[O:20].O=P(Cl)(Cl)Cl. (8) Reactant: [CH3:1][C@@H:2]1[C:15]2(OCC[O:16]2)[CH2:14][CH2:13][C@@:12]2([C:20]3[CH:25]=[CH:24][CH:23]=[CH:22][CH:21]=3)[C@H:3]1[CH2:4][CH2:5][C:6]1[CH:7]=[N:8][CH:9]=[N:10][C:11]=12.Cl.C(=O)(O)[O-].[Na+]. Product: [CH3:1][C@H:2]1[C@@H:3]2[CH2:4][CH2:5][C:6]3[CH:7]=[N:8][CH:9]=[N:10][C:11]=3[C@@:12]2([C:20]2[CH:21]=[CH:22][CH:23]=[CH:24][CH:25]=2)[CH2:13][CH2:14][C:15]1=[O:16]. The catalyst class is: 30. (9) Reactant: C(OC(=O)C(OC)CC1C=CC(O)=CC=1)C.ClN1C(=O)CCC1=O.[CH2:25]([O:27][C:28](=[O:41])[CH:29]([O:39][CH3:40])[CH2:30][C:31]1[CH:36]=[CH:35][C:34]([OH:37])=[C:33]([Cl:38])[CH:32]=1)[CH3:26].C(OC(=O)C(OC)CC1C=C(Cl)C(O)=C(Cl)C=1)C. Product: [CH2:25]([O:27][C:28](=[O:41])[C@@H:29]([O:39][CH3:40])[CH2:30][C:31]1[CH:36]=[CH:35][C:34]([OH:37])=[C:33]([Cl:38])[CH:32]=1)[CH3:26]. The catalyst class is: 23.